From a dataset of Full USPTO retrosynthesis dataset with 1.9M reactions from patents (1976-2016). Predict the reactants needed to synthesize the given product. (1) Given the product [CH3:8][C:2]([N:14]1[CH2:15][CH2:16][CH:11]([CH3:10])[CH2:12][CH2:13]1)([CH3:9])[C:3]([O:5][CH2:6][CH3:7])=[O:4], predict the reactants needed to synthesize it. The reactants are: Br[C:2]([CH3:9])([CH3:8])[C:3]([O:5][CH2:6][CH3:7])=[O:4].[CH3:10][CH:11]1[CH2:16][CH2:15][NH:14][CH2:13][CH2:12]1. (2) Given the product [CH2:25]([N:32]1[C:36](=[O:37])[C:35](=[C:38]2[N:42]([CH3:43])[C:41]3[CH:44]=[CH:45][CH:46]=[CH:47][C:40]=3[S:39]2)[S:34][C:33]1=[N:1][C:4]1[CH:5]=[CH:6][C:7]([NH:10][C:11](=[O:13])[CH3:12])=[N:8][CH:9]=1)[C:26]1[CH:27]=[CH:28][CH:29]=[CH:30][CH:31]=1, predict the reactants needed to synthesize it. The reactants are: [N+:1]([C:4]1[CH:5]=[CH:6][C:7]([NH:10][C:11](=[O:13])[CH3:12])=[N:8][CH:9]=1)([O-])=O.C1(C)C=CC(S([O-])(=O)=O)=CC=1.[CH2:25]([N:32]1[C:36](=[O:37])[C:35](=[C:38]2[N:42]([CH3:43])[C:41]3[CH:44]=[CH:45][CH:46]=[CH:47][C:40]=3[S:39]2)[S:34][CH2+:33]1SC)[C:26]1[CH:31]=[CH:30][CH:29]=[CH:28][CH:27]=1. (3) Given the product [CH:32]1([CH2:35][N:18]([CH2:17][C:14]2[CH:15]=[N:16][C:11]([C:8]3[CH:9]=[CH:10][C:5]([S:2]([CH3:1])(=[O:3])=[O:4])=[CH:6][CH:7]=3)=[CH:12][CH:13]=2)[CH:19]2[CH2:24][CH2:23][N:22]([C:25]([O:27][C:28]([CH3:31])([CH3:30])[CH3:29])=[O:26])[CH2:21][CH2:20]2)[CH2:34][CH2:33]1, predict the reactants needed to synthesize it. The reactants are: [CH3:1][S:2]([C:5]1[CH:10]=[CH:9][C:8]([C:11]2[N:16]=[CH:15][C:14]([CH2:17][NH:18][CH:19]3[CH2:24][CH2:23][N:22]([C:25]([O:27][C:28]([CH3:31])([CH3:30])[CH3:29])=[O:26])[CH2:21][CH2:20]3)=[CH:13][CH:12]=2)=[CH:7][CH:6]=1)(=[O:4])=[O:3].[CH:32]1([CH:35]=O)[CH2:34][CH2:33]1.[BH-](OC(C)=O)(OC(C)=O)OC(C)=O.[Na+]. (4) Given the product [CH3:1][N:2]1[C:10]2[C:5](=[CH:6][C:7]([N:11]3[CH2:19][C:18]4[C:13](=[CH:14][C:15]([CH:31]=[C:32]([CH3:34])[CH3:33])=[CH:16][CH:17]=4)[C:12]3=[O:29])=[CH:8][CH:9]=2)[CH:4]=[CH:3]1, predict the reactants needed to synthesize it. The reactants are: [CH3:1][N:2]1[C:10]2[C:5](=[CH:6][C:7]([N:11]3[CH2:19][C:18]4[C:13](=[CH:14][C:15](B5OC(C)(C)C(C)(C)O5)=[CH:16][CH:17]=4)[C:12]3=[O:29])=[CH:8][CH:9]=2)[CH:4]=[CH:3]1.Br[CH:31]=[C:32]([CH3:34])[CH3:33].C(=O)([O-])[O-].[Cs+].[Cs+]. (5) Given the product [CH3:10][O:11][C:12]1[CH:13]=[C:14]2[C:19](=[CH:20][C:21]=1[O:22][CH3:23])[N:18]=[CH:17][N:16]=[C:15]2[NH:24][C:25]1[CH:30]=[CH:29][C:28]([O:31][CH:32]2[CH2:37][CH2:36][N:35]([C:6]([CH:2]3[CH2:3][CH2:4][CH2:5][O:1]3)=[O:8])[CH2:34][CH2:33]2)=[C:27]([CH3:38])[CH:26]=1, predict the reactants needed to synthesize it. The reactants are: [O:1]1[CH2:5][CH2:4][CH2:3][C@@H:2]1[C:6]([OH:8])=O.Cl.[CH3:10][O:11][C:12]1[CH:13]=[C:14]2[C:19](=[CH:20][C:21]=1[O:22][CH3:23])[N:18]=[CH:17][N:16]=[C:15]2[NH:24][C:25]1[CH:30]=[CH:29][C:28]([O:31][CH:32]2[CH2:37][CH2:36][NH:35][CH2:34][CH2:33]2)=[C:27]([CH3:38])[CH:26]=1.